Dataset: Reaction yield outcomes from USPTO patents with 853,638 reactions. Task: Predict the reaction yield, written as a fraction of the theoretical maximum amount of product (1.0 means a 100% yield; for example, 0.34 means a 34% yield). (1) The reactants are Cl[C:2]1[CH:7]=[C:6]([CH:8]2[CH2:10][CH2:9]2)[N:5]=[C:4]([C:11]2[CH:16]=[CH:15][CH:14]=[C:13]([Cl:17])[CH:12]=2)[N:3]=1.CC1(C)C(C)(C)OB([CH2:26][C:27]2[CH:32]=[CH:31][C:30]([CH2:33][C:34]([O:36][CH3:37])=[O:35])=[CH:29][CH:28]=2)O1.C([O-])([O-])=O.[Na+].[Na+].[Cl-]. The catalyst is C1C=CC(P(C2C=CC=CC=2)[C-]2C=CC=C2)=CC=1.C1C=CC(P(C2C=CC=CC=2)[C-]2C=CC=C2)=CC=1.Cl[Pd]Cl.[Fe+2].O.O1CCOCC1. The product is [Cl:17][C:13]1[CH:12]=[C:11]([C:4]2[N:3]=[C:2]([CH2:26][C:27]3[CH:28]=[CH:29][C:30]([CH2:33][C:34]([O:36][CH3:37])=[O:35])=[CH:31][CH:32]=3)[CH:7]=[C:6]([CH:8]3[CH2:10][CH2:9]3)[N:5]=2)[CH:16]=[CH:15][CH:14]=1. The yield is 0.520. (2) The yield is 0.0980. The product is [C:12]([NH:15][C@H:16]([C:18]([NH:2][C:3]1[CH:8]=[CH:7][C:6]([O:9][CH3:10])=[CH:5][C:4]=1[OH:11])=[O:19])[CH3:17])(=[O:14])[CH3:13]. The catalyst is CN(C=O)C.C(OCC)(=O)C. The reactants are Cl.[NH2:2][C:3]1[CH:8]=[CH:7][C:6]([O:9][CH3:10])=[CH:5][C:4]=1[OH:11].[C:12]([NH:15][CH:16]([C:18](O)=[O:19])[CH3:17])(=[O:14])[CH3:13].ON1C2C=CC=CC=2N=N1.C(N(CC)CC)C.Cl.C(N=C=NCCCN(C)C)C. (3) The product is [C:1]1([S:7]([C:8]2[CH:17]=[C:16]3[C:11]([CH2:12][CH2:13][CH2:14][C:15]3=[O:18])=[CH:10][CH:9]=2)(=[O:19])=[O:25])[CH:6]=[CH:5][CH:4]=[CH:3][CH:2]=1. The catalyst is CO. The reactants are [C:1]1([S:7][C:8]2[CH:17]=[C:16]3[C:11]([CH2:12][CH2:13][CH2:14][C:15]3=[O:18])=[CH:10][CH:9]=2)[CH:6]=[CH:5][CH:4]=[CH:3][CH:2]=1.[OH:19]OS([O-])=O.[K+].[OH2:25]. The yield is 0.590. (4) The reactants are [NH2:1][C:2]1[N:7]=[C:6]([NH:8][CH2:9][CH2:10][OH:11])[C:5]([N+:12]([O-])=O)=[CH:4][N:3]=1.[CH2:15](OCC)C. The catalyst is C(O)(=O)C.[Fe]. The product is [NH2:1][C:2]1[N:7]=[C:6]2[C:5]([N:12]=[CH:15][N:8]2[CH2:9][CH2:10][OH:11])=[CH:4][N:3]=1. The yield is 0.600.